From a dataset of Full USPTO retrosynthesis dataset with 1.9M reactions from patents (1976-2016). Predict the reactants needed to synthesize the given product. (1) Given the product [CH:1]([C:4]1[N:9]=[C:8]([O:10][CH3:11])[C:7]([C:12]2[N:17]=[C:16]3[C:18]([CH:26]=[N:30][OH:31])=[CH:19][N:20]([C@@H:21]([CH3:25])[CH2:22][O:23][CH3:24])[C:15]3=[CH:14][C:13]=2[CH3:28])=[CH:6][CH:5]=1)([CH3:3])[CH3:2], predict the reactants needed to synthesize it. The reactants are: [CH:1]([C:4]1[N:9]=[C:8]([O:10][CH3:11])[C:7]([C:12]2[N:17]=[C:16]3[C:18]([CH:26]=O)=[CH:19][N:20]([C@@H:21]([CH3:25])[CH2:22][O:23][CH3:24])[C:15]3=[CH:14][C:13]=2[CH3:28])=[CH:6][CH:5]=1)([CH3:3])[CH3:2].Cl.[NH2:30][OH:31].CCN(CC)CC. (2) Given the product [CH:40]([C:39]1[S:38][C:37]([C:42]2[CH:47]=[CH:46][N:45]=[C:44]([NH:48][C:49](=[O:51])[CH3:50])[CH:43]=2)=[N:36][C:35]=1[C:25]1[CH:30]=[CH:29][CH:28]=[CH:27][CH:26]=1)=[O:41], predict the reactants needed to synthesize it. The reactants are: F[B-](F)(F)F.C([PH+](C(C)(C)C)C(C)(C)C)(C)(C)C.C(=O)([O-])[O-].[Na+].[Na+].[C:25]1(B(O)O)[CH:30]=[CH:29][CH:28]=[CH:27][CH:26]=1.Cl[C:35]1[N:36]=[C:37]([C:42]2[CH:47]=[CH:46][N:45]=[C:44]([NH:48][C:49](=[O:51])[CH3:50])[CH:43]=2)[S:38][C:39]=1[CH:40]=[O:41]. (3) Given the product [CH3:66][O:65][C:56]([C:57]1[CH:63]=[CH:62][CH:61]=[CH:60][C:58]=1[O:59][C:2]([N:26]1[CH2:27][C@H:28]([S:30][C:31]([C:38]2[CH:43]=[CH:42][CH:41]=[CH:40][CH:39]=2)([C:32]2[CH:33]=[CH:34][CH:35]=[CH:36][CH:37]=2)[C:44]2[CH:45]=[CH:46][CH:47]=[CH:48][CH:49]=2)[CH2:29][C@H:25]1[CH2:24][O:23][CH2:22][C:21]1[CH:50]=[C:51]([F:55])[C:52]([F:54])=[CH:53][C:20]=1[F:19])=[O:5])=[O:64], predict the reactants needed to synthesize it. The reactants are: Cl[C:2]([O:5]C(Cl)=O)(Cl)Cl.N1C2C(=CC=CC=2)C=CC=1.[F:19][C:20]1[CH:53]=[C:52]([F:54])[C:51]([F:55])=[CH:50][C:21]=1[CH2:22][O:23][CH2:24][C@@H:25]1[CH2:29][C@@H:28]([S:30][C:31]([C:44]2[CH:49]=[CH:48][CH:47]=[CH:46][CH:45]=2)([C:38]2[CH:43]=[CH:42][CH:41]=[CH:40][CH:39]=2)[C:32]2[CH:37]=[CH:36][CH:35]=[CH:34][CH:33]=2)[CH2:27][NH:26]1.[C:56]([O:65][CH3:66])(=[O:64])[C:57]1[C:58](=[CH:60][CH:61]=[CH:62][CH:63]=1)[OH:59].[H-].[Na+]. (4) Given the product [Cl:1][C:2]1[N:7]=[C:6]([NH:8][C:9]2[CH:10]=[C:11]3[C:16](=[CH:17][CH:18]=2)[N:15]=[CH:14][CH:13]=[CH:12]3)[C:5]([NH2:19])=[CH:4][N:3]=1, predict the reactants needed to synthesize it. The reactants are: [Cl:1][C:2]1[N:7]=[C:6]([NH:8][C:9]2[CH:10]=[C:11]3[C:16](=[CH:17][CH:18]=2)[N:15]=[CH:14][CH:13]=[CH:12]3)[C:5]([N+:19]([O-])=O)=[CH:4][N:3]=1.